This data is from Peptide-MHC class I binding affinity with 185,985 pairs from IEDB/IMGT. The task is: Regression. Given a peptide amino acid sequence and an MHC pseudo amino acid sequence, predict their binding affinity value. This is MHC class I binding data. (1) The peptide sequence is LPLAKPMVI. The MHC is HLA-B51:01 with pseudo-sequence HLA-B51:01. The binding affinity (normalized) is 0.405. (2) The peptide sequence is ILSPFLPL. The MHC is H-2-Db with pseudo-sequence H-2-Db. The binding affinity (normalized) is 0.130. (3) The binding affinity (normalized) is 0. The MHC is HLA-A02:06 with pseudo-sequence HLA-A02:06. The peptide sequence is TARPKRWLL.